Dataset: Full USPTO retrosynthesis dataset with 1.9M reactions from patents (1976-2016). Task: Predict the reactants needed to synthesize the given product. (1) The reactants are: [C:1]([CH2:3][C:4]([O:6][CH2:7][CH3:8])=[O:5])#[N:2].[H-].[Na+].F[C:12]1[CH:21]=[CH:20][C:15]([C:16]([O:18][CH3:19])=[O:17])=[CH:14][C:13]=1[N+:22]([O-:24])=[O:23]. Given the product [C:1]([CH:3]([C:12]1[CH:21]=[CH:20][C:15]([C:16]([O:18][CH3:19])=[O:17])=[CH:14][C:13]=1[N+:22]([O-:24])=[O:23])[C:4]([O:6][CH2:7][CH3:8])=[O:5])#[N:2], predict the reactants needed to synthesize it. (2) Given the product [CH3:1][N:2]1[CH2:3][CH2:4][CH:5]([O:8][C:9]([NH:11][C:12]2[CH:13]=[C:14]([CH2:24][CH2:25][CH2:26][C:27]([OH:29])=[O:28])[CH:15]=[CH:16][C:17]=2[C:18]2[CH:23]=[CH:22][CH:21]=[CH:20][CH:19]=2)=[O:10])[CH2:6][CH2:7]1, predict the reactants needed to synthesize it. The reactants are: [CH3:1][N:2]1[CH2:7][CH2:6][CH:5]([O:8][C:9]([NH:11][C:12]2[CH:13]=[C:14]([CH2:24][CH2:25][CH2:26][C:27]([O:29]CC3C=CC=CC=3)=[O:28])[CH:15]=[CH:16][C:17]=2[C:18]2[CH:23]=[CH:22][CH:21]=[CH:20][CH:19]=2)=[O:10])[CH2:4][CH2:3]1. (3) The reactants are: C(=O)([O-])[O-].[Cs+].[Cs+].[OH:7][C:8]1[CH:9]=[C:10]([C:14]([N:16]2[CH2:21][CH2:20][N:19]([C:22]3[CH:27]=[CH:26][CH:25]=[CH:24][N:23]=3)[CH2:18][CH2:17]2)=[O:15])[CH:11]=[CH:12][CH:13]=1.Br[CH2:29][C:30]1[CH:35]=[CH:34][CH:33]=[CH:32][CH:31]=1. Given the product [CH2:29]([O:7][C:8]1[CH:9]=[C:10]([CH:11]=[CH:12][CH:13]=1)[C:14]([N:16]1[CH2:17][CH2:18][N:19]([C:22]2[CH:27]=[CH:26][CH:25]=[CH:24][N:23]=2)[CH2:20][CH2:21]1)=[O:15])[C:30]1[CH:35]=[CH:34][CH:33]=[CH:32][CH:31]=1, predict the reactants needed to synthesize it. (4) The reactants are: [C:1]([O-:4])([O-])=O.[K+].[K+].[OH:7][C:8]1[CH:15]=[C:14]([O:16][CH2:17][O:18][CH3:19])[CH:13]=[CH:12][C:9]=1[CH:10]=O.[CH3:20][CH:21]([CH3:25])[C:22](=O)C.CCOC(C)=O. Given the product [CH3:19][O:18][CH2:17][O:16][C:14]1[CH:15]=[C:8]2[C:9]([CH:10]=[C:20]([CH:1]=[O:4])[C:21]([CH3:25])([CH3:22])[O:7]2)=[CH:12][CH:13]=1, predict the reactants needed to synthesize it. (5) Given the product [CH:18]1([NH:17][C:13]2[N:12]=[C:11]([C:10]3[C:9]([C:23]4[CH:28]=[CH:27][C:26]([O:29][CH3:30])=[CH:25][CH:24]=4)=[N:8][N:7]4[C:2]([N:31]5[CH2:36][CH2:35][O:34][CH2:33][CH2:32]5)=[CH:3][CH:4]=[CH:5][C:6]=34)[CH:16]=[CH:15][N:14]=2)[CH2:22][CH2:21][CH2:20][CH2:19]1, predict the reactants needed to synthesize it. The reactants are: Cl[C:2]1[N:7]2[N:8]=[C:9]([C:23]3[CH:28]=[CH:27][C:26]([O:29][CH3:30])=[CH:25][CH:24]=3)[C:10]([C:11]3[CH:16]=[CH:15][N:14]=[C:13]([NH:17][CH:18]4[CH2:22][CH2:21][CH2:20][CH2:19]4)[N:12]=3)=[C:6]2[CH:5]=[CH:4][CH:3]=1.[NH:31]1[CH2:36][CH2:35][O:34][CH2:33][CH2:32]1. (6) The reactants are: [CH:1]([N:5]1[CH:9]=[C:8]([C:10]2[CH:15]=[CH:14][N+:13]([O-])=[CH:12][CH:11]=2)[C:7]([C:17]2[S:18][C:19]([Cl:22])=[CH:20][CH:21]=2)=[N:6]1)([CH2:3][CH3:4])[CH3:2].P(Cl)(Cl)([Cl:25])=O. Given the product [Cl:25][C:14]1[CH:15]=[C:10]([C:8]2[C:7]([C:17]3[S:18][C:19]([Cl:22])=[CH:20][CH:21]=3)=[N:6][N:5]([CH:1]([CH2:3][CH3:4])[CH3:2])[CH:9]=2)[CH:11]=[CH:12][N:13]=1, predict the reactants needed to synthesize it. (7) Given the product [Cl:38][C:35]1[CH:36]=[CH:37][C:32]([CH2:31][C@@H:27]([NH:26][C:24](=[O:25])[O:23][C:19]([CH3:20])([CH3:21])[CH3:22])[C:28]([N:16]2[CH2:17][CH2:18][N:13]([C:11]3[C:12]4[C@@H:4]([CH3:3])[S:5][CH2:6][C:7]=4[N:8]=[CH:9][N:10]=3)[CH2:14][CH2:15]2)=[O:29])=[CH:33][C:34]=1[F:39], predict the reactants needed to synthesize it. The reactants are: Cl.Cl.[CH3:3][C@@H:4]1[C:12]2[C:11]([N:13]3[CH2:18][CH2:17][NH:16][CH2:15][CH2:14]3)=[N:10][CH:9]=[N:8][C:7]=2[CH2:6][S:5]1.[C:19]([O:23][C:24]([NH:26][C@H:27]([CH2:31][C:32]1[CH:37]=[CH:36][C:35]([Cl:38])=[C:34]([F:39])[CH:33]=1)[C:28](O)=[O:29])=[O:25])([CH3:22])([CH3:21])[CH3:20].CN(C(ON1N=NC2C=CC=CC1=2)=[N+](C)C)C.F[P-](F)(F)(F)(F)F.